Task: Predict which catalyst facilitates the given reaction.. Dataset: Catalyst prediction with 721,799 reactions and 888 catalyst types from USPTO (1) Reactant: [H-].[Na+].[N+:3]([C:6]1[CH:14]=[CH:13][CH:12]=[C:11]2[C:7]=1[CH:8]=[N:9][NH:10]2)([O-:5])=[O:4].[CH3:15]I.O. The catalyst class is: 3. Product: [CH3:15][N:10]1[C:11]2[C:7](=[C:6]([N+:3]([O-:5])=[O:4])[CH:14]=[CH:13][CH:12]=2)[CH:8]=[N:9]1. (2) Reactant: Cl.[CH:2]1([C:6]2[C:14]3[C:9](=[CH:10][C:11]([OH:15])=[CH:12][CH:13]=3)[NH:8][N:7]=2)[CH2:5][CH2:4][CH2:3]1.N1C=CN=C1.[CH3:21][C:22]([Si:25](Cl)([C:32]1[CH:37]=[CH:36][CH:35]=[CH:34][CH:33]=1)[C:26]1[CH:31]=[CH:30][CH:29]=[CH:28][CH:27]=1)([CH3:24])[CH3:23].O. Product: [Si:25]([O:15][C:11]1[CH:10]=[C:9]2[C:14]([C:6]([CH:2]3[CH2:3][CH2:4][CH2:5]3)=[N:7][NH:8]2)=[CH:13][CH:12]=1)([C:22]([CH3:24])([CH3:23])[CH3:21])([C:32]1[CH:33]=[CH:34][CH:35]=[CH:36][CH:37]=1)[C:26]1[CH:31]=[CH:30][CH:29]=[CH:28][CH:27]=1. The catalyst class is: 3. (3) Reactant: [Br:1][C:2]1[CH:10]=[C:9]2[C:5]([CH2:6][C:7]3([CH2:27][CH2:26][CH:25]([O:28][CH3:29])[CH2:24][CH2:23]3)[C:8]2([NH:16]S(C(C)(C)C)=O)[C:11]([O:13][CH2:14][CH3:15])=[O:12])=[CH:4][CH:3]=1.Cl. Product: [NH2:16][C:8]1([C:11]([O:13][CH2:14][CH3:15])=[O:12])[C:9]2[C:5](=[CH:4][CH:3]=[C:2]([Br:1])[CH:10]=2)[CH2:6][C:7]21[CH2:23][CH2:24][CH:25]([O:28][CH3:29])[CH2:26][CH2:27]2. The catalyst class is: 71. (4) Reactant: [C:1]1([C:7]2[CH:12]=[C:11]([C:13]3([CH3:18])[O:17][CH2:16][CH2:15][O:14]3)[CH:10]=[CH:9][C:8]=2[NH:19][C:20]([C:22]2[N:23](COCC[Si](C)(C)C)[CH:24]=[C:25]([C:27]#[N:28])[N:26]=2)=[O:21])[CH2:6][CH2:5][CH2:4][CH2:3][CH:2]=1.[F-].C([N+](CCCC)(CCCC)CCCC)CCC. Product: [C:1]1([C:7]2[CH:12]=[C:11]([C:13]3([CH3:18])[O:14][CH2:15][CH2:16][O:17]3)[CH:10]=[CH:9][C:8]=2[NH:19][C:20]([C:22]2[NH:26][C:25]([C:27]#[N:28])=[CH:24][N:23]=2)=[O:21])[CH2:6][CH2:5][CH2:4][CH2:3][CH:2]=1. The catalyst class is: 49. (5) Reactant: [C:1]([C:3]1[CH:8]=[CH:7][C:6]([CH2:9][C:10]([NH:12][C:13]2[S:14][CH:15]=[C:16]([C:18]3[CH:23]=[CH:22][C:21]([O:24][CH3:25])=[CH:20][CH:19]=3)[N:17]=2)=O)=[CH:5][CH:4]=1)#[N:2].O. Product: [CH3:25][O:24][C:21]1[CH:20]=[CH:19][C:18]([C:16]2[N:17]=[C:13]([NH:12][CH2:10][CH2:9][C:6]3[CH:5]=[CH:4][C:3]([C:1]#[N:2])=[CH:8][CH:7]=3)[S:14][CH:15]=2)=[CH:23][CH:22]=1. The catalyst class is: 7.